This data is from Forward reaction prediction with 1.9M reactions from USPTO patents (1976-2016). The task is: Predict the product of the given reaction. (1) Given the reactants [C:1]([Si:5]([C:39]1[CH:44]=[CH:43][CH:42]=[CH:41][CH:40]=1)([C:33]1[CH:38]=[CH:37][CH:36]=[CH:35][CH:34]=1)[O:6][CH2:7][CH2:8][CH2:9][C@H:10]([C:19](=[N:30][O:31]C)[C:20]#[C:21][CH:22]1[CH2:25][CH:24]([CH2:26][CH:27]([CH3:29])[CH3:28])[CH2:23]1)[CH2:11][C:12]([O:14][C:15]([CH3:18])([CH3:17])[CH3:16])=[O:13])([CH3:4])([CH3:3])[CH3:2].[I:45]Cl.S([O-])([O-])(=O)=S.[Na+].[Na+], predict the reaction product. The product is: [C:1]([Si:5]([C:39]1[CH:40]=[CH:41][CH:42]=[CH:43][CH:44]=1)([C:33]1[CH:38]=[CH:37][CH:36]=[CH:35][CH:34]=1)[O:6][CH2:7][CH2:8][CH2:9][C@H:10]([C:19]1[C:20]([I:45])=[C:21]([CH:22]2[CH2:25][CH:24]([CH2:26][CH:27]([CH3:28])[CH3:29])[CH2:23]2)[O:31][N:30]=1)[CH2:11][C:12]([O:14][C:15]([CH3:16])([CH3:17])[CH3:18])=[O:13])([CH3:3])([CH3:4])[CH3:2]. (2) The product is: [CH3:26][C:23]1([CH3:27])[O:24][CH2:25][C:20]([CH2:19][OH:1])([CH2:28][CH2:29][N:30]2[CH:34]=[CH:33][N:32]=[C:31]2[N+:35]([O-:37])=[O:36])[CH2:21][O:22]1. Given the reactants [O:1]([CH2:19][C:20]1([CH2:28][CH2:29][N:30]2[CH:34]=[CH:33][N:32]=[C:31]2[N+:35]([O-:37])=[O:36])[CH2:25][O:24][C:23]([CH3:27])([CH3:26])[O:22][CH2:21]1)[Si](C(C)(C)C)(C1C=CC=CC=1)C1C=CC=CC=1.[F-].C([N+](CCCC)(CCCC)CCCC)CCC, predict the reaction product. (3) Given the reactants [CH3:1][O:2][C:3]1[CH:12]=[C:11]([C:13]([O:15][CH3:16])=[O:14])[C:10]([N+:17]([O-])=O)=[CH:9][C:4]=1[C:5]([O:7][CH3:8])=[O:6], predict the reaction product. The product is: [NH2:17][C:10]1[CH:9]=[C:4]([C:5]([O:7][CH3:8])=[O:6])[C:3]([O:2][CH3:1])=[CH:12][C:11]=1[C:13]([O:15][CH3:16])=[O:14]. (4) Given the reactants [F:1][C:2]1[CH:7]=[CH:6][C:5]([C:8]2[CH:13]=[CH:12][N:11]=[CH:10][C:9]=2[N:14]([CH3:28])[C:15](=[O:27])[C:16]2[CH:21]=[C:20]([C:22]([F:25])([F:24])[F:23])[CH:19]=[C:18]([SH:26])[CH:17]=2)=[C:4]([O:29][CH3:30])[CH:3]=1.Br[CH2:32][CH2:33][CH2:34][C:35]([OH:37])=[O:36].CCN(C(C)C)C(C)C.[NH4+].[Cl-], predict the reaction product. The product is: [F:1][C:2]1[CH:7]=[CH:6][C:5]([C:8]2[CH:13]=[CH:12][N:11]=[CH:10][C:9]=2[N:14]([CH3:28])[C:15]([C:16]2[CH:17]=[C:18]([S:26][CH2:32][CH2:33][CH2:34][C:35]([OH:37])=[O:36])[CH:19]=[C:20]([C:22]([F:25])([F:24])[F:23])[CH:21]=2)=[O:27])=[C:4]([O:29][CH3:30])[CH:3]=1. (5) Given the reactants C([O:4][CH2:5][C@H:6]([CH2:24][O:25][CH2:26][C:27]1[CH:32]=[CH:31][CH:30]=[CH:29][CH:28]=1)[O:7][CH2:8][CH2:9][CH2:10][CH2:11][CH2:12][CH2:13][CH2:14][CH2:15][CH2:16][CH2:17][CH2:18][CH2:19][CH2:20][CH2:21][CH2:22][CH3:23])C=C.CN1C(=O)CC(=O)N(C)C1=O.C([O-])(O)=O.[Na+], predict the reaction product. The product is: [CH2:26]([O:25][CH2:24][C@H:6]([O:7][CH2:8][CH2:9][CH2:10][CH2:11][CH2:12][CH2:13][CH2:14][CH2:15][CH2:16][CH2:17][CH2:18][CH2:19][CH2:20][CH2:21][CH2:22][CH3:23])[CH2:5][OH:4])[C:27]1[CH:32]=[CH:31][CH:30]=[CH:29][CH:28]=1. (6) Given the reactants [Cl:1][C:2]1[N:11]=[CH:10][C:9]2[N:8]([C:12]3[CH:13]=[C:14]([CH:17]=[CH:18][CH:19]=3)[C:15]#[N:16])[C:7](=[O:20])[C@@H:6]([CH2:21]O)[N:5]([CH:23]3[CH2:27][CH2:26][CH2:25][CH2:24]3)[C:4]=2[N:3]=1.C(N(S(F)(F)[F:34])CC)C, predict the reaction product. The product is: [Cl:1][C:2]1[N:11]=[CH:10][C:9]2[N:8]([C:12]3[CH:13]=[C:14]([CH:17]=[CH:18][CH:19]=3)[C:15]#[N:16])[C:7](=[O:20])[C@@H:6]([CH2:21][F:34])[N:5]([CH:23]3[CH2:27][CH2:26][CH2:25][CH2:24]3)[C:4]=2[N:3]=1. (7) The product is: [CH2:1]([C:8]1[C:9]([N:22]([C:35]([C:31]2[C:32]3[C:27](=[CH:26][C:25]([O:24][CH3:23])=[CH:34][CH:33]=3)[CH:28]=[CH:29][CH:30]=2)=[O:38])[C:35]([C:31]2[C:32]3[C:27](=[CH:26][C:25]([O:24][CH3:23])=[CH:34][CH:33]=3)[CH:28]=[CH:29][CH:30]=2)=[O:36])=[N:10][CH:11]=[C:12]([C:14]2[CH:19]=[CH:18][C:17]([O:20][CH3:21])=[CH:16][CH:15]=2)[N:13]=1)[C:2]1[CH:7]=[CH:6][CH:5]=[CH:4][CH:3]=1. Given the reactants [CH2:1]([C:8]1[C:9]([NH2:22])=[N:10][CH:11]=[C:12]([C:14]2[CH:19]=[CH:18][C:17]([O:20][CH3:21])=[CH:16][CH:15]=2)[N:13]=1)[C:2]1[CH:7]=[CH:6][CH:5]=[CH:4][CH:3]=1.[CH3:23][O:24][C:25]1[CH:26]=[C:27]2[C:32](=[CH:33][CH:34]=1)[C:31]([C:35](Cl)=[O:36])=[CH:30][CH:29]=[CH:28]2.[OH2:38], predict the reaction product.